The task is: Predict the product of the given reaction.. This data is from Forward reaction prediction with 1.9M reactions from USPTO patents (1976-2016). (1) Given the reactants [CH3:1][C:2]1[CH:3]=[CH:4][C:5]([N:19]2[N:23]=[CH:22][CH:21]=[N:20]2)=[C:6]([CH:18]=1)[C:7]([N:9]1[CH2:13][CH2:12][CH2:11][C@H:10]1[C:14]([O:16]C)=[O:15])=[O:8].[OH-].[Na+], predict the reaction product. The product is: [CH3:1][C:2]1[CH:3]=[CH:4][C:5]([N:19]2[N:20]=[CH:21][CH:22]=[N:23]2)=[C:6]([CH:18]=1)[C:7]([N:9]1[CH2:13][CH2:12][CH2:11][C@H:10]1[C:14]([OH:16])=[O:15])=[O:8]. (2) Given the reactants [Cl:1][C:2]1[C:11]([O:12][CH2:13][C:14]2[CH:19]=[CH:18][C:17]([O:20][CH3:21])=[CH:16][CH:15]=2)=[C:10]([O:22][CH2:23][C:24]2[CH:29]=[CH:28][C:27]([O:30][CH3:31])=[CH:26][CH:25]=2)[CH:9]=[C:8]2[C:3]=1[C:4](=[O:47])[C:5]([C:35]([O:37]CC1C=CC(OC)=CC=1)=[O:36])=[CH:6][N:7]2[CH:32]1[CH2:34][CH2:33]1.[OH-].[K+], predict the reaction product. The product is: [Cl:1][C:2]1[C:11]([O:12][CH2:13][C:14]2[CH:15]=[CH:16][C:17]([O:20][CH3:21])=[CH:18][CH:19]=2)=[C:10]([O:22][CH2:23][C:24]2[CH:29]=[CH:28][C:27]([O:30][CH3:31])=[CH:26][CH:25]=2)[CH:9]=[C:8]2[C:3]=1[C:4](=[O:47])[C:5]([C:35]([OH:37])=[O:36])=[CH:6][N:7]2[CH:32]1[CH2:33][CH2:34]1. (3) Given the reactants [Cl:1][C:2]1[CH:18]=[CH:17][CH:16]=[C:15]([Cl:19])[C:3]=1[CH2:4][N:5]1[CH:9]=[C:8]([N+:10]([O-:12])=[O:11])[N:7]=[C:6]1[CH2:13]O.C(N(CC)CC)C.S(Cl)([Cl:29])=O, predict the reaction product. The product is: [Cl:29][CH2:13][C:6]1[N:5]([CH2:4][C:3]2[C:2]([Cl:1])=[CH:18][CH:17]=[CH:16][C:15]=2[Cl:19])[CH:9]=[C:8]([N+:10]([O-:12])=[O:11])[N:7]=1. (4) Given the reactants [Br:1][C:2]1[C:3]([CH3:9])=[N:4][C:5](F)=[CH:6][CH:7]=1.[CH3:10][N:11]1[CH2:16][CH2:15][NH:14][CH2:13][CH2:12]1.CCN(CC)CC, predict the reaction product. The product is: [Br:1][C:2]1[CH:7]=[CH:6][C:5]([N:14]2[CH2:15][CH2:16][N:11]([CH3:10])[CH2:12][CH2:13]2)=[N:4][C:3]=1[CH3:9]. (5) Given the reactants [CH3:1][NH:2][C:3](=[O:11])[C:4]1[CH:9]=[CH:8][CH:7]=[CH:6][C:5]=1[CH3:10].[CH2:12]([O:19][CH2:20][CH2:21][O:22][C:23]1[CH:30]=[CH:29][C:26](C#N)=[CH:25][C:24]=1[O:31][CH3:32])[C:13]1[CH:18]=[CH:17][CH:16]=[CH:15][CH:14]=1, predict the reaction product. The product is: [CH2:12]([O:19][CH2:20][CH2:21][O:22][C:23]1[CH:30]=[CH:29][C:26]([C:1]2[NH:2][C:3](=[O:11])[C:4]3[C:5]([CH:10]=2)=[CH:6][CH:7]=[CH:8][CH:9]=3)=[CH:25][C:24]=1[O:31][CH3:32])[C:13]1[CH:14]=[CH:15][CH:16]=[CH:17][CH:18]=1. (6) Given the reactants C([O:3][C:4]([C:6]1([S:21]([C:24]2[CH:29]=[CH:28][C:27]([O:30][CH2:31][CH2:32][CH2:33][CH3:34])=[CH:26][CH:25]=2)(=[O:23])=[O:22])[CH2:11][CH2:10][N:9]([CH2:12][C:13]2[CH:18]=[CH:17][C:16]([O:19][CH3:20])=[CH:15][CH:14]=2)[CH2:8][CH2:7]1)=[O:5])C.[OH-].[Na+], predict the reaction product. The product is: [CH2:31]([O:30][C:27]1[CH:28]=[CH:29][C:24]([S:21]([C:6]2([C:4]([OH:5])=[O:3])[CH2:7][CH2:8][N:9]([CH2:12][C:13]3[CH:14]=[CH:15][C:16]([O:19][CH3:20])=[CH:17][CH:18]=3)[CH2:10][CH2:11]2)(=[O:22])=[O:23])=[CH:25][CH:26]=1)[CH2:32][CH2:33][CH3:34].